Dataset: Catalyst prediction with 721,799 reactions and 888 catalyst types from USPTO. Task: Predict which catalyst facilitates the given reaction. (1) Reactant: [OH:1][CH2:2][CH:3]1[CH2:7][CH2:6][C:5](=[O:8])[CH2:4]1.N1C=CN=C1.[CH3:14][C:15]([Si:18](Cl)([CH3:20])[CH3:19])([CH3:17])[CH3:16]. Product: [Si:18]([O:1][CH2:2][CH:3]1[CH2:7][CH2:6][C:5](=[O:8])[CH2:4]1)([C:15]([CH3:17])([CH3:16])[CH3:14])([CH3:20])[CH3:19]. The catalyst class is: 18. (2) Reactant: [Br:1][C:2]1[S:3][C:4]2[CH:10]=[C:9]([CH2:11][OH:12])[CH:8]=[CH:7][C:5]=2[N:6]=1.CCN(C(C)C)C(C)C.C(O)CO.O.[CH3:27][S:28](Cl)(=[O:30])=[O:29]. Product: [CH3:27][S:28]([O:12][CH2:11][C:9]1[CH:8]=[CH:7][C:5]2[N:6]=[C:2]([Br:1])[S:3][C:4]=2[CH:10]=1)(=[O:30])=[O:29]. The catalyst class is: 2. (3) Reactant: [Cl:1][CH2:2][C:3](Cl)=[O:4].[C:6]12([NH2:16])[CH2:15][CH:10]3[CH2:11][CH:12]([CH2:14][CH:8]([CH2:9]3)[CH2:7]1)[CH2:13]2.N1C=CC=CC=1. Product: [C:6]12([NH:16][C:3](=[O:4])[CH2:2][Cl:1])[CH2:13][CH:12]3[CH2:11][CH:10]([CH2:9][CH:8]([CH2:14]3)[CH2:7]1)[CH2:15]2. The catalyst class is: 27. (4) The catalyst class is: 34. Product: [Cl:28][C:29]1[CH:30]=[C:31]([CH:39]([CH2:43][CH:44]2[CH2:48][CH2:47][CH2:46][CH2:45]2)[C:40]([NH:49][C:50]2[CH:55]=[CH:54][C:53]([C:56]([F:58])([F:57])[F:59])=[CH:52][N:51]=2)=[O:42])[CH:32]=[CH:33][C:34]=1[S:35]([CH3:38])(=[O:36])=[O:37]. Reactant: C1(P(C2C=CC=CC=2)C2C=CC=CC=2)C=CC=CC=1.BrN1C(=O)CCC1=O.[Cl:28][C:29]1[CH:30]=[C:31]([CH:39]([CH2:43][CH:44]2[CH2:48][CH2:47][CH2:46][CH2:45]2)[C:40]([OH:42])=O)[CH:32]=[CH:33][C:34]=1[S:35]([CH3:38])(=[O:37])=[O:36].[NH2:49][C:50]1[CH:55]=[CH:54][C:53]([C:56]([F:59])([F:58])[F:57])=[CH:52][N:51]=1.N1C=CC=CC=1. (5) Reactant: Br[C:2]1[C:7]([O:8][CH3:9])=[N:6][CH:5]=[C:4]2[N:10]([CH2:13][O:14][CH2:15][CH2:16][Si:17]([CH3:20])([CH3:19])[CH3:18])[CH:11]=[CH:12][C:3]=12.C(OC(N1C2=CN=CC([C:37]3[CH:42]=[C:41]([C:43]([O:45][CH3:46])=[O:44])[CH:40]=[CH:39][C:38]=3[C:47]#[N:48])=C2C=C1)=O)(C)(C)C.P([O-])([O-])([O-])=O.[K+].[K+].[K+].O1CCOCC1. Product: [CH3:46][O:45][C:43](=[O:44])[C:41]1[CH:40]=[CH:39][C:38]([C:47]#[N:48])=[C:37]([C:2]2[C:7]([O:8][CH3:9])=[N:6][CH:5]=[C:4]3[N:10]([CH2:13][O:14][CH2:15][CH2:16][Si:17]([CH3:20])([CH3:19])[CH3:18])[CH:11]=[CH:12][C:3]=23)[CH:42]=1. The catalyst class is: 6. (6) Reactant: COC1C=CC(C(Cl)=O)=CC=1.[CH3:12][O:13][C:14]1[CH:15]=[C:16]2[C:21](=[CH:22][C:23]=1[O:24][CH3:25])[N:20]=[CH:19][CH:18]=[C:17]2[O:26][C:27]1[CH:33]=[CH:32][C:30]([NH2:31])=[C:29]([F:34])[CH:28]=1.[CH3:35][O:36][C:37]1[CH:42]=[CH:41][C:40]([C:43]([N:45]=[C:46]=[S:47])=[O:44])=[CH:39][CH:38]=1. Product: [CH3:35][O:36][C:37]1[CH:38]=[CH:39][C:40]([C:43]([N:45]=[C:46]=[S:47])=[O:44])=[CH:41][CH:42]=1.[CH3:12][O:13][C:14]1[CH:15]=[C:16]2[C:21](=[CH:22][C:23]=1[O:24][CH3:25])[N:20]=[CH:19][CH:18]=[C:17]2[O:26][C:27]1[CH:33]=[CH:32][C:30]([NH:31][C:46]([NH:45][C:43](=[O:44])[C:40]2[CH:41]=[CH:42][C:37]([O:36][CH3:35])=[CH:38][CH:39]=2)=[S:47])=[C:29]([F:34])[CH:28]=1. The catalyst class is: 234. (7) Reactant: [CH3:1][S:2]([NH:5][C:6]1[C:7]([C:19]2[CH:24]=[CH:23][CH:22]=[CH:21][CH:20]=2)=[N:8][C:9]2[C:14]([C:15]=1[C:16]([OH:18])=O)=[CH:13][CH:12]=[CH:11][CH:10]=2)(=[O:4])=[O:3].C1C=C2N=NN(O)C2=CC=1.O.CN1CCOCC1.CCN=C=NCCCN(C)C.Cl.Cl.[NH2:56][C@H:57]([C:61]1[CH:66]=[CH:65][CH:64]=[CH:63][CH:62]=1)[C@@H:58]([OH:60])[CH3:59]. Product: [OH:60][C@@H:58]([CH3:59])[C@H:57]([NH:56][C:16]([C:15]1[C:14]2[C:9](=[CH:10][CH:11]=[CH:12][CH:13]=2)[N:8]=[C:7]([C:19]2[CH:20]=[CH:21][CH:22]=[CH:23][CH:24]=2)[C:6]=1[NH:5][S:2]([CH3:1])(=[O:3])=[O:4])=[O:18])[C:61]1[CH:62]=[CH:63][CH:64]=[CH:65][CH:66]=1. The catalyst class is: 2. (8) Reactant: [F:1][C:2]1[CH:23]=[CH:22][C:5]([O:6][C:7]2[CH:12]=[CH:11][C:10](B3OC(C)(C)C(C)(C)O3)=[CH:9][CH:8]=2)=[CH:4][CH:3]=1.I[C:25]1[C:33]2[C:28](=[N:29][CH:30]=[N:31][C:32]=2[NH2:34])[NH:27][N:26]=1.C([O-])([O-])=O.[K+].[K+]. Product: [F:1][C:2]1[CH:3]=[CH:4][C:5]([O:6][C:7]2[CH:8]=[CH:9][C:10]([C:25]3[C:33]4[C:28](=[N:29][CH:30]=[N:31][C:32]=4[NH2:34])[NH:27][N:26]=3)=[CH:11][CH:12]=2)=[CH:22][CH:23]=1. The catalyst class is: 710. (9) Reactant: [Cl:1][C:2]1[C:7]([OH:8])=[CH:6][CH:5]=[CH:4][C:3]=1[OH:9].S(OC)(O[CH3:14])(=O)=O.Cl. Product: [Cl:1][C:2]1[C:7]([O:8][CH3:14])=[CH:6][CH:5]=[CH:4][C:3]=1[OH:9]. The catalyst class is: 500. (10) Reactant: [CH:1](=[CH:8][C:9]([C:11]1[CH:16]=[CH:15][CH:14]=[CH:13][CH:12]=1)=[O:10])[C:2]1[CH:7]=[CH:6][CH:5]=[CH:4][CH:3]=1.[N+:17]([CH3:20])([O-:19])=[O:18].C(NCC)C. Product: [N+:17]([CH2:20][CH:1]([C:2]1[CH:7]=[CH:6][CH:5]=[CH:4][CH:3]=1)[CH2:8][C:9]([C:11]1[CH:16]=[CH:15][CH:14]=[CH:13][CH:12]=1)=[O:10])([O-:19])=[O:18]. The catalyst class is: 5.